From a dataset of Forward reaction prediction with 1.9M reactions from USPTO patents (1976-2016). Predict the product of the given reaction. (1) The product is: [ClH:11].[Cl:11][CH2:7][C:2]1[CH:3]=[CH:4][CH:5]=[CH:6][N:1]=1. Given the reactants [N:1]1[CH:6]=[CH:5][CH:4]=[CH:3][C:2]=1[CH2:7]O.O=S(Cl)[Cl:11], predict the reaction product. (2) Given the reactants [F:1][C:2]([F:29])([F:28])[C:3]([C:9]1[CH:14]=[CH:13][C:12]([C:15]2[CH:20]=[CH:19][C:18]([CH2:21][N:22]3[CH2:27][CH2:26][NH:25][CH2:24][CH2:23]3)=[CH:17][CH:16]=2)=[CH:11][CH:10]=1)([OH:8])[C:4]([F:7])([F:6])[F:5].[N:30]([CH2:33][CH2:34][CH3:35])=[C:31]=[O:32], predict the reaction product. The product is: [F:29][C:2]([F:28])([F:1])[C:3]([C:9]1[CH:10]=[CH:11][C:12]([C:15]2[CH:20]=[CH:19][C:18]([CH2:21][N:22]3[CH2:23][CH2:24][N:25]([C:31]([NH:30][CH2:33][CH2:34][CH3:35])=[O:32])[CH2:26][CH2:27]3)=[CH:17][CH:16]=2)=[CH:13][CH:14]=1)([OH:8])[C:4]([F:7])([F:6])[F:5].[C:3]([OH:8])([C:4]([F:7])([F:6])[F:5])=[O:32]. (3) Given the reactants [OH:1][C:2]1[CH:22]=[CH:21][C:20]([O:23][C:24](=[O:44])[C:25]2[CH:30]=[CH:29][C:28]([O:31][CH2:32][CH2:33][CH2:34][CH2:35][CH2:36][CH2:37][O:38][C:39](=[O:43])[C:40]([CH3:42])=[CH2:41])=[CH:27][CH:26]=2)=[CH:19][C:3]=1[C:4]([O:6][CH2:7][CH2:8][CH2:9][CH2:10][CH2:11][CH2:12][O:13][C:14](=[O:18])[C:15]([CH3:17])=[CH2:16])=[O:5].[O:45]1[CH2:50][CH2:49][CH2:48][CH2:47][CH:46]1[O:51][C:52]1[CH:60]=[CH:59][C:55]([C:56](O)=[O:57])=[CH:54][CH:53]=1.C1CCC(N=C=NC2CCCCC2)CC1, predict the reaction product. The product is: [C:39]([O:38][CH2:37][CH2:36][CH2:35][CH2:34][CH2:33][CH2:32][O:31][C:28]1[CH:27]=[CH:26][C:25]([C:24]([O:23][C:20]2[CH:21]=[CH:22][C:2]([O:1][C:56](=[O:57])[C:55]3[CH:54]=[CH:53][C:52]([O:51][CH:46]4[CH2:47][CH2:48][CH2:49][CH2:50][O:45]4)=[CH:60][CH:59]=3)=[C:3]([CH:19]=2)[C:4]([O:6][CH2:7][CH2:8][CH2:9][CH2:10][CH2:11][CH2:12][O:13][C:14](=[O:18])[C:15]([CH3:17])=[CH2:16])=[O:5])=[O:44])=[CH:30][CH:29]=1)(=[O:43])[C:40]([CH3:42])=[CH2:41]. (4) Given the reactants [F:1][C:2]1([F:15])[CH:6]([OH:7])[CH2:5][N:4](C(OC(C)(C)C)=O)[CH2:3]1.F[C:17]1[CH:24]=[CH:23][C:22]([C:25]2[N:30]=[C:29]([NH:31][C:32]3[CH:37]=[CH:36][C:35]([N:38]4[CH2:43][CH2:42][N:41]([CH:44]5[CH2:47][O:46][CH2:45]5)[CH2:40][CH2:39]4)=[CH:34][CH:33]=3)[N:28]=[CH:27][N:26]=2)=[CH:21][C:18]=1[C:19]#[N:20], predict the reaction product. The product is: [F:15][C:2]1([F:1])[CH2:3][NH:4][CH2:5][CH:6]1[O:7][C:17]1[CH:24]=[CH:23][C:22]([C:25]2[N:30]=[C:29]([NH:31][C:32]3[CH:33]=[CH:34][C:35]([N:38]4[CH2:43][CH2:42][N:41]([CH:44]5[CH2:47][O:46][CH2:45]5)[CH2:40][CH2:39]4)=[CH:36][CH:37]=3)[N:28]=[CH:27][N:26]=2)=[CH:21][C:18]=1[C:19]#[N:20]. (5) Given the reactants Cl[C:2]1[CH:10]=[C:9]([Cl:11])[CH:8]=[CH:7][C:3]=1[C:4]([NH2:6])=[O:5].[CH3:12][S-:13].[Na+].O, predict the reaction product. The product is: [Cl:11][C:9]1[CH:8]=[CH:7][C:3]([C:4]([NH2:6])=[O:5])=[C:2]([S:13][CH3:12])[CH:10]=1. (6) Given the reactants [I:1][C:2]1[CH:3]=[C:4]([CH:8]=[CH:9][CH:10]=1)[C:5]([OH:7])=O.CCN=C=NCCCN(C)C.C(N(CC)CC)C.[NH2:29][CH:30]([CH2:32][OH:33])[CH3:31], predict the reaction product. The product is: [OH:33][CH2:32][CH:30]([NH:29][C:5](=[O:7])[C:4]1[CH:8]=[CH:9][CH:10]=[C:2]([I:1])[CH:3]=1)[CH3:31]. (7) Given the reactants [N+:1]([O-:4])([OH:3])=[O:2].[F:5][C:6]([F:19])([F:18])[C:7]1[CH:8]=[C:9]([OH:17])[CH:10]=[C:11]([C:13]([F:16])([F:15])[F:14])[CH:12]=1, predict the reaction product. The product is: [N+:1]([C:8]1[C:7]([C:6]([F:5])([F:18])[F:19])=[CH:12][C:11]([C:13]([F:14])([F:15])[F:16])=[CH:10][C:9]=1[OH:17])([O-:4])=[O:2].[N+:1]([C:12]1[C:7]([C:6]([F:18])([F:19])[F:5])=[CH:8][C:9]([OH:17])=[CH:10][C:11]=1[C:13]([F:15])([F:14])[F:16])([O-:3])=[O:2]. (8) Given the reactants [NH2:1][C:2]1[C:11](I)=[CH:10][C:5]([C:6]([O:8][CH3:9])=[O:7])=[C:4]([Cl:13])[C:3]=1[I:14].C1C=CC(P(C2C=CC=CC=2)C2C=CC=CC=2)=CC=1.[CH3:34][Si:35]([C:38]#[CH:39])([CH3:37])[CH3:36], predict the reaction product. The product is: [NH2:1][C:2]1[C:11]([C:39]#[C:38][Si:35]([CH3:37])([CH3:36])[CH3:34])=[CH:10][C:5]([C:6]([O:8][CH3:9])=[O:7])=[C:4]([Cl:13])[C:3]=1[I:14].